From a dataset of Reaction yield outcomes from USPTO patents with 853,638 reactions. Predict the reaction yield, written as a fraction of the theoretical maximum amount of product (1.0 means a 100% yield; for example, 0.34 means a 34% yield). (1) The catalyst is C(OCC)(=O)C. The product is [C:1]([NH:4][C:5]1[CH:6]=[C:12]([C:14]([CH3:16])([CH3:17])[CH3:15])[O:13][C:9]2[C:10]=1[C:11]([C:23]1[CH:28]=[CH:27][CH:26]=[CH:25][CH:24]=1)=[CH:7][C:8]=2[C:18]([O:20][CH3:21])=[O:19])(=[O:3])[CH3:2]. The reactants are [C:1]([NH:4][C:5]1[C:10]2[CH:11]=[C:12]([C:14]([CH3:17])([CH3:16])[CH3:15])[O:13][C:9]=2[C:8]([C:18]([O:20][CH3:21])=[O:19])=[CH:7][C:6]=1Br)(=[O:3])[CH3:2].[C:23]1(B(O)O)[CH:28]=[CH:27][CH:26]=[CH:25][CH:24]=1.C(=O)([O-])[O-].[Cs+].[Cs+]. The yield is 0.800. (2) The reactants are [NH2:1][CH2:2][C:3]1[CH:12]=[C:11]2[C:6]([CH2:7][CH2:8][CH:9]([NH:20][C:21](=[O:27])[O:22][C:23]([CH3:26])([CH3:25])[CH3:24])[CH:10]2[CH2:13][C:14]2[CH:19]=[CH:18][CH:17]=[CH:16][CH:15]=2)=[CH:5][CH:4]=1.C(N(CC)CC)C.[CH:35]1([S:39](Cl)(=[O:41])=[O:40])[CH2:38][CH2:37][CH2:36]1. The catalyst is ClCCl. The product is [CH2:13]([CH:10]1[C:11]2[C:6](=[CH:5][CH:4]=[C:3]([CH2:2][NH:1][S:39]([CH:35]3[CH2:38][CH2:37][CH2:36]3)(=[O:41])=[O:40])[CH:12]=2)[CH2:7][CH2:8][CH:9]1[NH:20][C:21](=[O:27])[O:22][C:23]([CH3:24])([CH3:26])[CH3:25])[C:14]1[CH:15]=[CH:16][CH:17]=[CH:18][CH:19]=1. The yield is 0.920.